Dataset: Forward reaction prediction with 1.9M reactions from USPTO patents (1976-2016). Task: Predict the product of the given reaction. Given the reactants C([O:3][C:4](=O)[CH2:5][N:6]1[CH:11]=[C:10]([CH3:12])[CH:9]=[CH:8][C:7]1=[O:13])C.O.[NH2:16][NH2:17], predict the reaction product. The product is: [CH3:12][C:10]1[CH:9]=[CH:8][C:7](=[O:13])[N:6]([CH2:5][C:4]([NH:16][NH2:17])=[O:3])[CH:11]=1.